The task is: Predict the reactants needed to synthesize the given product.. This data is from Full USPTO retrosynthesis dataset with 1.9M reactions from patents (1976-2016). Given the product [C:31]([C:19]1[N:18]=[C:17]([N:14]2[CH2:15][CH2:16][NH:11][CH2:12][CH2:13]2)[CH:22]=[C:21]([CH2:24][CH2:25][O:26][C:27]([F:29])([F:30])[F:28])[N:20]=1)([CH3:34])([CH3:32])[CH3:33], predict the reactants needed to synthesize it. The reactants are: C(OC([N:11]1[CH2:16][CH2:15][N:14]([C:17]2[C:22](Br)=[C:21]([CH2:24][CH2:25][O:26][C:27]([F:30])([F:29])[F:28])[N:20]=[C:19]([C:31]([CH3:34])([CH3:33])[CH3:32])[N:18]=2)[CH2:13][CH2:12]1)=O)C1C=CC=CC=1.